Dataset: Catalyst prediction with 721,799 reactions and 888 catalyst types from USPTO. Task: Predict which catalyst facilitates the given reaction. (1) Reactant: [Br:1][C:2]1[CH:8]=[C:7]([CH3:9])[C:5]([NH2:6])=[C:4]([CH3:10])[CH:3]=1.CCN(C(C)C)C(C)C.[F:20][C:21]([F:32])([F:31])[C:22](O[C:22](=[O:23])[C:21]([F:32])([F:31])[F:20])=[O:23]. Product: [Br:1][C:2]1[CH:8]=[C:7]([CH3:9])[C:5]([NH:6][C:22](=[O:23])[C:21]([F:32])([F:31])[F:20])=[C:4]([CH3:10])[CH:3]=1. The catalyst class is: 2. (2) Reactant: C(N(CC)CC)C.[CH:8]1([C:14](Cl)=[O:15])[CH2:13][CH2:12][CH2:11][CH2:10][CH2:9]1.[CH2:17]([N:24]1[CH2:29][CH2:28][N:27]([CH2:30][CH2:31][CH2:32][CH2:33][NH2:34])[CH2:26][CH2:25]1)[C:18]1[CH:23]=[CH:22][CH:21]=[CH:20][CH:19]=1. Product: [CH2:17]([N:24]1[CH2:25][CH2:26][N:27]([CH2:30][CH2:31][CH2:32][CH2:33][NH:34][C:14]([CH:8]2[CH2:13][CH2:12][CH2:11][CH2:10][CH2:9]2)=[O:15])[CH2:28][CH2:29]1)[C:18]1[CH:19]=[CH:20][CH:21]=[CH:22][CH:23]=1. The catalyst class is: 4. (3) Reactant: [CH:1]([C:4]1[CH:11]=[CH:10][C:7]([CH:8]=O)=[CH:6][CH:5]=1)([CH3:3])[CH3:2].[CH3:12][O:13][C:14](=[O:33])[CH:15]([NH:22][C:23]([O:25][CH2:26][C:27]1[CH:32]=[CH:31][CH:30]=[CH:29][CH:28]=1)=[O:24])P(OC)(OC)=O.CN(C)C(N(C)C)=N. Product: [CH2:26]([O:25][C:23]([NH:22]/[C:15](=[CH:8]\[C:7]1[CH:10]=[CH:11][C:4]([CH:1]([CH3:3])[CH3:2])=[CH:5][CH:6]=1)/[C:14]([O:13][CH3:12])=[O:33])=[O:24])[C:27]1[CH:28]=[CH:29][CH:30]=[CH:31][CH:32]=1. The catalyst class is: 7.